This data is from Full USPTO retrosynthesis dataset with 1.9M reactions from patents (1976-2016). The task is: Predict the reactants needed to synthesize the given product. (1) Given the product [NH2:60][C:58](=[O:59])[CH2:57][NH:56][C:16]([C:15]1[CH:14]=[N:13][N:11]2[CH:12]=[C:7]([CH2:6][C:5]3[CH:19]=[CH:20][C:2]([Cl:1])=[C:3]([C:21]([F:23])([F:22])[F:24])[CH:4]=3)[CH:8]=[N:9][C:10]=12)=[O:17], predict the reactants needed to synthesize it. The reactants are: [Cl:1][C:2]1[CH:20]=[CH:19][C:5]([CH2:6][C:7]2[CH:8]=[N:9][C:10]3[N:11]([N:13]=[CH:14][C:15]=3[C:16](O)=[O:17])[CH:12]=2)=[CH:4][C:3]=1[C:21]([F:24])([F:23])[F:22].CN(C(ON1N=NC2C=CC=CC1=2)=[N+](C)C)C.[B-](F)(F)(F)F.C(N(CC)C(C)C)(C)C.[NH2:56][CH2:57][C:58]([NH2:60])=[O:59]. (2) Given the product [Cl:26][C:9]1[C:10]([C:14]2[C:19]([F:20])=[CH:18][C:17]([F:21])=[CH:16][C:15]=2[F:22])=[C:39]([Cl:40])[N:12]=[C:7]([C:2]2[CH:3]=[N:4][CH:5]=[CH:6][N:1]=2)[N:8]=1, predict the reactants needed to synthesize it. The reactants are: [N:1]1[CH:6]=[CH:5][N:4]=[CH:3][C:2]=1[C:7]1[N:12]=C(O)[C:10]([C:14]2[C:19]([F:20])=[CH:18][C:17]([F:21])=[CH:16][C:15]=2[F:22])=[C:9](O)[N:8]=1.P(Cl)(Cl)([Cl:26])=O.C(N(CC)C(C)C)(C)C.Cl[CH2:39][Cl:40]. (3) Given the product [CH:1]1([N:7]2[C:8]3[C:9]4[CH:19]=[CH:18][N:17]([CH2:20][O:21][CH2:22][CH2:23][Si:24]([CH3:26])([CH3:25])[CH3:27])[C:10]=4[N:11]=[CH:12][C:13]=3[CH:14]([CH3:15])[O:16][CH2:28]2)[CH2:2][CH2:3][CH2:4][CH2:5][CH2:6]1, predict the reactants needed to synthesize it. The reactants are: [CH:1]1([NH:7][C:8]2[C:13]([CH:14]([OH:16])[CH3:15])=[CH:12][N:11]=[C:10]3[N:17]([CH2:20][O:21][CH2:22][CH2:23][Si:24]([CH3:27])([CH3:26])[CH3:25])[CH:18]=[CH:19][C:9]=23)[CH2:6][CH2:5][CH2:4][CH2:3][CH2:2]1.[CH2:28]=O.O. (4) Given the product [O:27]=[C:22]1[C:21]2[NH:28][CH:29]=[CH:30][C:20]=2[C:19]2[CH:18]=[C:17]([C:1]3[CH:6]=[CH:5][CH:4]=[CH:3][CH:2]=3)[CH:26]=[CH:25][C:24]=2[NH:23]1.[CH2:31]([C:33]([O-:35])=[O:34])[CH3:32], predict the reactants needed to synthesize it. The reactants are: [C:1]1(B(O)O)[CH:6]=[CH:5][CH:4]=[CH:3][CH:2]=1.C(=O)([O-])[O-].[K+].[K+].Br[C:17]1[CH:26]=[CH:25][C:24]2[NH:23][C:22](=[O:27])[C:21]3[NH:28][CH:29]=[CH:30][C:20]=3[C:19]=2[CH:18]=1.[CH2:31]([C:33]([O-:35])=[O:34])[CH3:32].O. (5) Given the product [NH2:1][C:2]1[C:7]2[C:8]([C:11]3[CH:16]=[CH:15][C:14]([NH:17][C:18]([C:20]4[N:21]([CH3:29])[C:22]5[C:27]([CH:28]=4)=[CH:26][CH:25]=[CH:24][CH:23]=5)=[O:19])=[C:13]([O:30][CH3:31])[CH:12]=3)=[CH:9][S:10][C:6]=2[C:5](/[CH:32]=[CH:33]/[CH2:34][NH:1][CH2:2][C:7]2[C:42]3[N:41]=[CH:40][NH:39][C:38]=3[CH:36]=[CH:5][CH:6]=2)=[CH:4][N:3]=1, predict the reactants needed to synthesize it. The reactants are: [NH2:1][C:2]1[C:7]2[C:8]([C:11]3[CH:16]=[CH:15][C:14]([NH:17][C:18]([C:20]4[N:21]([CH3:29])[C:22]5[C:27]([CH:28]=4)=[CH:26][CH:25]=[CH:24][CH:23]=5)=[O:19])=[C:13]([O:30][CH3:31])[CH:12]=3)=[CH:9][S:10][C:6]=2[C:5](/[CH:32]=[CH:33]/[CH:34]=O)=[CH:4][N:3]=1.[CH:36]([C:38]1[N:39]=[CH:40][NH:41][CH:42]=1)=O.[BH4-].[Na+].[OH-].[Na+].